Predict which catalyst facilitates the given reaction. From a dataset of Catalyst prediction with 721,799 reactions and 888 catalyst types from USPTO. (1) Reactant: [C@@H:1]1([N:9]2[C:18]3[N:17]=[CH:16][N:15]=[C:13]([NH2:14])[C:12]=3[N:11]=[CH:10]2)[O:8][C@H:5]([CH2:6][OH:7])[CH2:4][C@H:2]1[OH:3].[C:19](Cl)(=[O:26])[C:20]1[CH:25]=[CH:24][CH:23]=[CH:22][CH:21]=1. The catalyst class is: 17. Product: [C:19]([C:4]1([C:19](=[O:26])[C:20]2[CH:25]=[CH:24][CH:23]=[CH:22][CH:21]=2)[C@@H:5]([CH2:6][OH:7])[O:8][C@@:1]([C:19](=[O:26])[C:20]2[CH:25]=[CH:24][CH:23]=[CH:22][CH:21]=2)([N:9]2[C:18]3[N:17]=[CH:16][N:15]=[C:13]([NH2:14])[C:12]=3[N:11]=[CH:10]2)[C@:2]1([C:19](=[O:26])[C:20]1[CH:25]=[CH:24][CH:23]=[CH:22][CH:21]=1)[OH:3])(=[O:26])[C:20]1[CH:25]=[CH:24][CH:23]=[CH:22][CH:21]=1. (2) Reactant: F[C:2]1[CH:7]=[CH:6][C:5]([N+:8]([O-:10])=[O:9])=[C:4]([O:11][CH:12]([CH3:14])[CH3:13])[CH:3]=1.[N:15]12[CH2:23][CH2:22][CH2:21][C@@H:20]1[CH2:19][NH:18][CH2:17][CH2:16]2.C(=O)([O-])[O-].[K+].[K+].O. Product: [N+:8]([C:5]1[CH:6]=[CH:7][C:2]([N:18]2[CH2:17][CH2:16][N:15]3[CH2:23][CH2:22][CH2:21][C@@H:20]3[CH2:19]2)=[CH:3][C:4]=1[O:11][CH:12]([CH3:14])[CH3:13])([O-:10])=[O:9]. The catalyst class is: 16. (3) Reactant: [Br:1][C:2]1[C:3]([C:9](=[N:24][O:25][CH2:26][CH3:27])[CH2:10][NH:11][C:12](=[O:23])[C:13]2[CH:18]=[CH:17][CH:16]=[CH:15][C:14]=2[C:19]([F:22])([F:21])[F:20])=[N:4][CH:5]=[C:6]([Br:8])[CH:7]=1. Product: [Br:1][C:2]1[C:3](/[C:9](=[N:24]\[O:25][CH2:26][CH3:27])/[CH2:10][NH:11][C:12](=[O:23])[C:13]2[CH:18]=[CH:17][CH:16]=[CH:15][C:14]=2[C:19]([F:21])([F:20])[F:22])=[N:4][CH:5]=[C:6]([Br:8])[CH:7]=1. The catalyst class is: 10. (4) Reactant: [Cl:1][C:2]1[CH:3]=[C:4]([CH:7]=[CH:8][C:9]=1[O:10][CH:11]([CH3:13])[CH3:12])[CH2:5]O.C(Br)(Br)(Br)[Br:15].C1(P(C2C=CC=CC=2)C2C=CC=CC=2)C=CC=CC=1. Product: [Cl:1][C:2]1[CH:3]=[C:4]([CH:7]=[CH:8][C:9]=1[O:10][CH:11]([CH3:13])[CH3:12])[CH2:5][Br:15]. The catalyst class is: 1.